Predict the reactants needed to synthesize the given product. From a dataset of Full USPTO retrosynthesis dataset with 1.9M reactions from patents (1976-2016). (1) Given the product [CH3:40][O:41][C:42]1[CH:49]=[CH:48][C:45]([CH2:46][N:8]2[C:7]3[C:9]4[C:14]([CH:15]=[CH:16][C:6]=3[C:5]([C:17]3[CH:18]=[CH:19][C:20]([NH:23][C:24](=[O:33])[CH2:25][CH2:26][C:27]5[CH:32]=[CH:31][CH:30]=[CH:29][N:28]=5)=[CH:21][CH:22]=3)=[N:4][CH2:3][C:2]2=[O:1])=[CH:13][CH:12]=[CH:11][CH:10]=4)=[CH:44][CH:43]=1, predict the reactants needed to synthesize it. The reactants are: [O:1]=[C:2]1[NH:8][C:7]2[C:9]3[C:14]([CH:15]=[CH:16][C:6]=2[C:5]([C:17]2[CH:22]=[CH:21][C:20]([NH:23][C:24](=[O:33])[CH2:25][CH2:26][C:27]4[CH:32]=[CH:31][CH:30]=[CH:29][N:28]=4)=[CH:19][CH:18]=2)=[N:4][CH2:3]1)=[CH:13][CH:12]=[CH:11][CH:10]=3.C(=O)([O-])[O-].[K+].[K+].[CH3:40][O:41][C:42]1[CH:49]=[CH:48][C:45]([CH2:46]Cl)=[CH:44][CH:43]=1.O. (2) Given the product [CH2:15]([O:14][C:12](=[O:13])[CH:11]=[C:18]1[CH2:23][CH2:22][N:21]([C:24]([O:26][C:27]([CH3:30])([CH3:29])[CH3:28])=[O:25])[CH2:20][CH2:19]1)[CH3:16], predict the reactants needed to synthesize it. The reactants are: [H-].[Na+].C(OP([CH2:11][C:12]([O:14][CH2:15][CH3:16])=[O:13])(OCC)=O)C.O=[C:18]1[CH2:23][CH2:22][N:21]([C:24]([O:26][C:27]([CH3:30])([CH3:29])[CH3:28])=[O:25])[CH2:20][CH2:19]1. (3) Given the product [CH2:1]([O:3][C:4](=[O:14])[CH2:5][C:6]1([C:12]#[N:13])[CH2:11][CH2:10][CH2:9][CH2:8][CH2:7]1)[CH3:2], predict the reactants needed to synthesize it. The reactants are: [CH2:1]([O:3][C:4](=[O:14])[CH2:5][C:6]1([C:12]#[N:13])[CH:11]=[CH:10][CH2:9][CH:8]=[CH:7]1)[CH3:2]. (4) Given the product [CH2:1]([C@@H:8]1[CH2:9][N:10]([C:37]([O:39][C:40]([CH3:43])([CH3:41])[CH3:42])=[O:38])[CH2:11][CH2:12][N:13]1[C:14](=[O:36])[CH2:15][CH2:16][C:17]1[CH:22]=[CH:21][CH:20]=[CH:19][C:18]=1[O:23][C:24]1[CH:29]=[CH:28][CH:27]=[CH:26][C:25]=1[CH2:30][CH2:31][C:32]([OH:34])=[O:33])[C:2]1[CH:7]=[CH:6][CH:5]=[CH:4][CH:3]=1, predict the reactants needed to synthesize it. The reactants are: [CH2:1]([C@H:8]1[N:13]([C:14](=[O:36])[CH2:15][CH2:16][C:17]2[CH:22]=[CH:21][CH:20]=[CH:19][C:18]=2[O:23][C:24]2[CH:29]=[CH:28][CH:27]=[CH:26][C:25]=2[CH2:30][CH2:31][C:32]([O:34]C)=[O:33])[CH2:12][CH2:11][N:10]([C:37]([O:39][C:40]([CH3:43])([CH3:42])[CH3:41])=[O:38])[CH2:9]1)[C:2]1[CH:7]=[CH:6][CH:5]=[CH:4][CH:3]=1.[OH-].[Na+].Cl. (5) Given the product [Br:1][C:2]1[S:6][C:5]([C:7](=[O:9])[CH3:8])=[N:4][CH:3]=1, predict the reactants needed to synthesize it. The reactants are: [Br:1][C:2]1[S:6][C:5]([C:7](OC)([O:9]C)[CH3:8])=[N:4][CH:3]=1.Cl. (6) Given the product [CH3:1][O:2][C:3]1[CH:4]=[C:5]([CH2:11][CH2:12][NH:13][C:14](=[O:27])[C:15]([C:20]2[CH:25]=[CH:24][C:23]([CH3:26])=[CH:22][CH:21]=2)=[CH:16][OH:29])[CH:6]=[CH:7][C:8]=1[O:9][CH3:10], predict the reactants needed to synthesize it. The reactants are: [CH3:1][O:2][C:3]1[CH:4]=[C:5]([CH2:11][CH2:12][NH:13][C:14](=[O:27])[C:15]([C:20]2[CH:25]=[CH:24][C:23]([CH3:26])=[CH:22][CH:21]=2)=[CH:16]N(C)C)[CH:6]=[CH:7][C:8]=1[O:9][CH3:10].Cl.[O:29]1CCCC1. (7) Given the product [C:14]([C:13]1[CH:16]=[C:9]([C:31]#[C:30][C:27]2[CH:28]=[CH:29][C:18]([F:17])=[C:19]([CH:26]=2)[CH2:20][NH:21][S:22]([CH3:25])(=[O:24])=[O:23])[CH:10]=[N:11][CH:12]=1)#[N:15], predict the reactants needed to synthesize it. The reactants are: C(N(CC)CC)C.Br[C:9]1[CH:10]=[N:11][CH:12]=[C:13]([CH:16]=1)[C:14]#[N:15].[F:17][C:18]1[CH:29]=[CH:28][C:27]([C:30]#[C:31][Si](C)(C)C)=[CH:26][C:19]=1[CH2:20][NH:21][S:22]([CH3:25])(=[O:24])=[O:23].[F-].C([N+](CCCC)(CCCC)CCCC)CCC. (8) Given the product [CH3:1][C:2]1([C:17]([Cl:22])=[O:19])[CH2:6][C:5]2[C:7]([CH3:16])=[C:8]([N+:13]([O-:15])=[O:14])[C:9]([CH3:12])=[C:10]([CH3:11])[C:4]=2[O:3]1, predict the reactants needed to synthesize it. The reactants are: [CH3:1][C:2]1([C:17]([OH:19])=O)[CH2:6][CH:5]2[CH:7]([CH3:16])[C:8]([N+:13]([O-:15])=[O:14])=[C:9]([CH3:12])[C:10]([CH3:11])=[C:4]2[O:3]1.S(Cl)([Cl:22])=O. (9) The reactants are: Cl.[CH2:2]([C:4]1[S:24][C:7]2[N:8]=[C:9]([S:18][CH2:19][C:20]([O:22][CH3:23])=[O:21])[N:10]=[C:11]([N:12]3[CH2:17][CH2:16][NH:15][CH2:14][CH2:13]3)[C:6]=2[CH:5]=1)[CH3:3].C(N(C(C)C)CC)(C)C.[C:34](Cl)(=[O:43])[CH:35]=[CH:36][C:37]1[CH:42]=[CH:41][CH:40]=[CH:39][CH:38]=1. Given the product [CH2:2]([C:4]1[S:24][C:7]2[N:8]=[C:9]([S:18][CH2:19][C:20]([O:22][CH3:23])=[O:21])[N:10]=[C:11]([N:12]3[CH2:17][CH2:16][N:15]([C:34](=[O:43])/[CH:35]=[CH:36]/[C:37]4[CH:42]=[CH:41][CH:40]=[CH:39][CH:38]=4)[CH2:14][CH2:13]3)[C:6]=2[CH:5]=1)[CH3:3], predict the reactants needed to synthesize it.